This data is from Reaction yield outcomes from USPTO patents with 853,638 reactions. The task is: Predict the reaction yield, written as a fraction of the theoretical maximum amount of product (1.0 means a 100% yield; for example, 0.34 means a 34% yield). The reactants are [N+:1]([CH:4]1[CH2:9][N:8]2[N:10]=[C:11]([C:15]3[CH:20]=[CH:19][C:18]([O:21][C:22]4[CH:27]=[CH:26][CH:25]=[CH:24][CH:23]=4)=[CH:17][CH:16]=3)[C:12]([C:13]#[N:14])=[C:7]2[NH:6][CH2:5]1)([O-])=O. The catalyst is CO.C(Cl)Cl.[Pd]. The product is [NH2:1][CH:4]1[CH2:9][N:8]2[N:10]=[C:11]([C:15]3[CH:16]=[CH:17][C:18]([O:21][C:22]4[CH:23]=[CH:24][CH:25]=[CH:26][CH:27]=4)=[CH:19][CH:20]=3)[C:12]([C:13]#[N:14])=[C:7]2[NH:6][CH2:5]1. The yield is 0.360.